From a dataset of Forward reaction prediction with 1.9M reactions from USPTO patents (1976-2016). Predict the product of the given reaction. (1) Given the reactants [F:1][C:2]1[CH:38]=[CH:37][CH:36]=[CH:35][C:3]=1[CH2:4][N:5]1[C:10](=[O:11])[CH:9]=[CH:8][C:7]([CH2:12][C:13]2[C:21]3[C:16](=[CH:17][CH:18]=[CH:19][CH:20]=3)[N:15]([CH2:22][C:23]([O:25]CC3C=CC=CC=3F)=[O:24])[C:14]=2[CH3:34])=[N:6]1.[OH-].[Na+].Cl, predict the reaction product. The product is: [F:1][C:2]1[CH:38]=[CH:37][CH:36]=[CH:35][C:3]=1[CH2:4][N:5]1[C:10](=[O:11])[CH:9]=[CH:8][C:7]([CH2:12][C:13]2[C:21]3[C:16](=[CH:17][CH:18]=[CH:19][CH:20]=3)[N:15]([CH2:22][C:23]([OH:25])=[O:24])[C:14]=2[CH3:34])=[N:6]1. (2) The product is: [CH3:6][O:7][C:8]([CH:10]1[CH2:16][CH:15]2[CH:17]=[CH:18][CH:11]1[C:12](=[O:33])[CH:13]([C:21]([C:23]1[C:24]([CH3:32])=[N:25][C:26]([CH:29]([F:30])[F:31])=[CH:27][CH:28]=1)=[O:22])[C:14]2=[O:20])=[O:9]. Given the reactants C(#N)N(C)C.[CH3:6][O:7][C:8]([CH:10]1[CH2:16][CH:15]2[C:17](Br)=[CH:18][CH:11]1[C:12](=[O:33])[CH:13]([C:21]([C:23]1[C:24]([CH3:32])=[N:25][C:26]([CH:29]([F:31])[F:30])=[CH:27][CH:28]=1)=[O:22])[C:14]2=[O:20])=[O:9].C[Si]([SiH]([Si](C)(C)C)[Si](C)(C)C)(C)C, predict the reaction product.